Task: Predict the reactants needed to synthesize the given product.. Dataset: Full USPTO retrosynthesis dataset with 1.9M reactions from patents (1976-2016) (1) Given the product [Cl:1][CH:2]1[CH2:7][C:6]([CH3:9])([CH3:8])[CH2:5][NH:4][C:3]1=[O:10], predict the reactants needed to synthesize it. The reactants are: [Cl:1][C:2]1(Cl)[CH2:7][C:6]([CH3:9])([CH3:8])[CH2:5][NH:4][C:3]1=[O:10].[H][H]. (2) Given the product [Si:21]([O:20][CH:7]([C:4]1[O:5][CH:6]=[C:2]([I:28])[N:3]=1)[CH2:8][CH2:9][CH2:10][CH2:11][CH2:12][CH2:13][C:14]1[CH:19]=[CH:18][CH:17]=[CH:16][CH:15]=1)([C:24]([CH3:27])([CH3:26])[CH3:25])([CH3:23])[CH3:22], predict the reactants needed to synthesize it. The reactants are: Br[C:2]1[N:3]=[C:4]([CH:7]([O:20][Si:21]([C:24]([CH3:27])([CH3:26])[CH3:25])([CH3:23])[CH3:22])[CH2:8][CH2:9][CH2:10][CH2:11][CH2:12][CH2:13][C:14]2[CH:19]=[CH:18][CH:17]=[CH:16][CH:15]=2)[O:5][CH:6]=1.[I:28]I. (3) Given the product [I:1][C:2]1[CH:9]=[CH:8][CH:7]=[CH:6][C:3]=1[CH2:4][NH:22][C@@H:20]([C:10]1[C:19]2[C:14](=[CH:15][CH:16]=[CH:17][CH:18]=2)[CH:13]=[CH:12][CH:11]=1)[CH3:21], predict the reactants needed to synthesize it. The reactants are: [I:1][C:2]1[CH:9]=[CH:8][CH:7]=[CH:6][C:3]=1[CH:4]=O.[C:10]1([C@H:20]([NH2:22])[CH3:21])[C:19]2[C:14](=[CH:15][CH:16]=[CH:17][CH:18]=2)[CH:13]=[CH:12][CH:11]=1. (4) Given the product [Cl:1][C:2]1[CH:7]=[C:6]([C:8]([F:11])([F:10])[F:9])[CH:5]=[C:4]([Cl:12])[C:3]=1[CH2:13][C:14]1[N:18]([CH3:17])[C:19]2[C:24]([NH2:25])=[CH:23][CH:22]=[CH:21][C:20]=2[N:26]=1, predict the reactants needed to synthesize it. The reactants are: [Cl:1][C:2]1[CH:7]=[C:6]([C:8]([F:11])([F:10])[F:9])[CH:5]=[C:4]([Cl:12])[C:3]=1[CH2:13][C:14](O)=O.[CH3:17][NH:18][C:19]1[C:24]([NH2:25])=[CH:23][CH:22]=[CH:21][C:20]=1[NH2:26]. (5) Given the product [NH2:13][C:9]1[C:8]([N+:14]([O-:16])=[O:15])=[C:7]([O:6][C:5]2[CH:17]=[CH:18][C:2]([NH:1][C:28]([NH:27][C:24]3[CH:25]=[CH:26][C:21]([Cl:20])=[C:22]([C:30]([F:32])([F:31])[F:33])[CH:23]=3)=[O:29])=[CH:3][C:4]=2[F:19])[CH:12]=[CH:11][N:10]=1, predict the reactants needed to synthesize it. The reactants are: [NH2:1][C:2]1[CH:18]=[CH:17][C:5]([O:6][C:7]2[CH:12]=[CH:11][N:10]=[C:9]([NH2:13])[C:8]=2[N+:14]([O-:16])=[O:15])=[C:4]([F:19])[CH:3]=1.[Cl:20][C:21]1[CH:26]=[CH:25][C:24]([N:27]=[C:28]=[O:29])=[CH:23][C:22]=1[C:30]([F:33])([F:32])[F:31]. (6) Given the product [SH:7][C:8]1[N:9]=[C:10]([CH3:18])[S:11][C:12]=1[CH2:13][OH:14], predict the reactants needed to synthesize it. The reactants are: [H-].[H-].[H-].[H-].[Li+].[Al+3].[SH:7][C:8]1[N:9]=[C:10]([CH3:18])[S:11][C:12]=1[C:13](OCC)=[O:14]. (7) Given the product [CH3:1][C:2]1[C:11]2[C:6](=[CH:7][CH:8]=[CH:9][CH:10]=2)[C:5]([O:12][C:13]2[CH:20]=[CH:19][C:16]([C:17]([NH2:18])=[O:22])=[CH:15][N:14]=2)=[CH:4][N:3]=1, predict the reactants needed to synthesize it. The reactants are: [CH3:1][C:2]1[C:11]2[C:6](=[CH:7][CH:8]=[CH:9][CH:10]=2)[C:5]([O:12][C:13]2[CH:20]=[CH:19][C:16]([C:17]#[N:18])=[CH:15][N:14]=2)=[CH:4][N:3]=1.C([O-])([O-])=[O:22].[K+].[K+].OO.O.